From a dataset of Full USPTO retrosynthesis dataset with 1.9M reactions from patents (1976-2016). Predict the reactants needed to synthesize the given product. (1) Given the product [F:8][C:9]1[CH:10]=[CH:11][C:12]([CH2:13][N:14]2[CH2:19][CH2:18][N:17]3[C:20](=[O:33])[C:21]([CH2:26][CH:27]4[CH2:28][CH2:29][N:30]([C:2](=[O:1])[C:4]([F:7])([F:6])[F:5])[CH2:31][CH2:32]4)=[C:22]([OH:25])[C:23]([OH:24])=[C:16]3[C:15]2=[O:34])=[CH:35][CH:36]=1, predict the reactants needed to synthesize it. The reactants are: [OH:1][C:2]([C:4]([F:7])([F:6])[F:5])=O.[F:8][C:9]1[CH:36]=[CH:35][C:12]([CH2:13][N:14]2[CH2:19][CH2:18][N:17]3[C:20](=[O:33])[C:21]([CH2:26][CH:27]4[CH2:32][CH2:31][NH:30][CH2:29][CH2:28]4)=[C:22]([OH:25])[C:23]([OH:24])=[C:16]3[C:15]2=[O:34])=[CH:11][CH:10]=1.N1C=CC=CC=1.FC(F)(F)C(OC(=O)C(F)(F)F)=O.CN(C=O)C. (2) Given the product [N:47]1[CH:48]=[CH:50][C:57]([O:58][C:26]2[CH:27]=[CH:22][C:23]([NH:28][C:10]([C:2]3[NH:1][C:5]4[CH:6]=[CH:7][CH:8]=[C:9]([CH3:35])[C:4]=4[N:3]=3)=[O:12])=[CH:24][CH:25]=2)=[CH:53][CH:51]=1, predict the reactants needed to synthesize it. The reactants are: [N:1]1[C:5]2[CH:6]=[CH:7][CH:8]=[CH:9][C:4]=2[NH:3][C:2]=1[C:10]([OH:12])=O.CN(C(ON1N=[N:28][C:23]2[CH:24]=[CH:25][CH:26]=[CH:27][C:22]1=2)=[N+](C)C)C.[B-](F)(F)(F)F.[CH:35]1C=CC2N(O)N=NC=2C=1.CC[N:47]([CH:51]([CH3:53])C)[CH:48]([CH3:50])C.CN([CH:57]=[O:58])C. (3) Given the product [NH2:9][C:10]1[C:15]2=[C:16]([C:20]3[CH:25]=[CH:24][C:23]([NH:26][C:27]([NH:29][C:30]4[CH:35]=[C:34]([C:36]([F:38])([F:37])[F:39])[CH:33]=[CH:32][N:31]=4)=[O:28])=[C:22]([F:40])[CH:21]=3)[C:17]([CH3:19])=[C:18]([CH2:7][N:1]3[CH2:2][CH2:41][CH2:42][O:44][CH2:5][CH2:6]3)[N:14]2[N:13]=[CH:12][N:11]=1, predict the reactants needed to synthesize it. The reactants are: [NH:1]1[CH2:6][CH2:5]OC[CH2:2]1.[CH2:7]=O.[NH2:9][C:10]1[C:15]2=[C:16]([C:20]3[CH:25]=[CH:24][C:23]([NH:26][C:27]([NH:29][C:30]4[CH:35]=[C:34]([C:36]([F:39])([F:38])[F:37])[CH:33]=[CH:32][N:31]=4)=[O:28])=[C:22]([F:40])[CH:21]=3)[C:17]([CH3:19])=[CH:18][N:14]2[N:13]=[CH:12][N:11]=1.[CH3:41][C:42]([OH:44])=O. (4) Given the product [O:12]1[CH2:17][CH2:16][CH2:15][CH2:14][CH:13]1[O:9][C:4]1[CH:5]=[CH:6][CH:7]=[CH:8][C:3]=1[C:2]([F:10])([F:11])[F:1], predict the reactants needed to synthesize it. The reactants are: [F:1][C:2]([F:11])([F:10])[C:3]1[CH:8]=[CH:7][CH:6]=[CH:5][C:4]=1[OH:9].[O:12]1[CH:17]=[CH:16][CH2:15][CH2:14][CH2:13]1.O.C1(C)C(S(O)(=O)=O)=CC=CC=1.C([O-])(O)=O.[Na+]. (5) Given the product [F:10][CH:9]([F:11])[C:8]1[C:2]([C:17]2[CH:16]=[N:15][N:14]([CH3:13])[CH:18]=2)=[CH:3][C:4]([F:12])=[C:5]([CH:7]=1)[NH2:6], predict the reactants needed to synthesize it. The reactants are: Br[C:2]1[C:8]([CH:9]([F:11])[F:10])=[CH:7][C:5]([NH2:6])=[C:4]([F:12])[CH:3]=1.[CH3:13][N:14]1[CH:18]=[C:17](B2OC(C)(C)C(C)(C)O2)[CH:16]=[N:15]1.C([O-])([O-])=O.[Na+].[Na+].